Predict the product of the given reaction. From a dataset of Forward reaction prediction with 1.9M reactions from USPTO patents (1976-2016). (1) Given the reactants [C:1]([C:5]1[O:9][N:8]=[C:7]([NH:10][C:11]([NH:13][C:14]2[CH:19]=[CH:18][CH:17]=[C:16]([O:20][C:21]3[C:30]4[C:25](=[CH:26][C:27]([OH:33])=[C:28]([O:31][CH3:32])[CH:29]=4)[N:24]=[CH:23][N:22]=3)[CH:15]=2)=[O:12])[CH:6]=1)([CH3:4])([CH3:3])[CH3:2].O[C@H:35]1[CH2:39][CH2:38][N:37]([C:40]([O:42][C:43]([CH3:46])([CH3:45])[CH3:44])=[O:41])[CH2:36]1.C1C=CC(P(C2C=CC=CC=2)C2C=CC=CC=2)=CC=1.N(C(OC(C)(C)C)=O)=NC(OC(C)(C)C)=O, predict the reaction product. The product is: [C:1]([C:5]1[O:9][N:8]=[C:7]([NH:10][C:11](=[O:12])[NH:13][C:14]2[CH:15]=[C:16]([CH:17]=[CH:18][CH:19]=2)[O:20][C:21]2[C:30]3[C:25](=[CH:26][C:27]([O:33][C@H:39]4[CH2:35][CH2:36][N:37]([C:40]([O:42][C:43]([CH3:46])([CH3:45])[CH3:44])=[O:41])[CH2:38]4)=[C:28]([O:31][CH3:32])[CH:29]=3)[N:24]=[CH:23][N:22]=2)[CH:6]=1)([CH3:4])([CH3:2])[CH3:3]. (2) Given the reactants [OH-].[Na+].[OH:3][CH2:4][CH:5]1[CH2:10][CH2:9][CH2:8][N:7]([C:11]2[N:16]=[C:15]([C:17]([NH:19][C:20]3[C:29]([CH3:30])=[CH:28][C:23]([C:24]([O:26]C)=[O:25])=[CH:22][C:21]=3[CH3:31])=[O:18])[C:14]([CH3:32])=[CH:13][CH:12]=2)[CH2:6]1.CO, predict the reaction product. The product is: [OH:3][CH2:4][CH:5]1[CH2:10][CH2:9][CH2:8][N:7]([C:11]2[N:16]=[C:15]([C:17]([NH:19][C:20]3[C:21]([CH3:31])=[CH:22][C:23]([C:24]([OH:26])=[O:25])=[CH:28][C:29]=3[CH3:30])=[O:18])[C:14]([CH3:32])=[CH:13][CH:12]=2)[CH2:6]1. (3) Given the reactants [NH2:1][C:2]1[C:11]2[N:10]=[CH:9][C:8]([CH2:12][CH2:13][C:14]3[CH:22]=[CH:21][C:17]([C:18](Cl)=[O:19])=[CH:16][C:15]=3[CH3:23])=[CH:7][C:6]=2[C:5]2[CH:24]=[CH:25][C:26]([CH3:28])=[CH:27][C:4]=2[N:3]=1.[CH2:29]([N:31]([CH2:35][CH3:36])[CH2:32][CH2:33][NH2:34])[CH3:30], predict the reaction product. The product is: [NH2:1][C:2]1[C:11]2[N:10]=[CH:9][C:8]([CH2:12][CH2:13][C:14]3[CH:22]=[CH:21][C:17]([C:18]([NH:34][CH2:33][CH2:32][N:31]([CH2:35][CH3:36])[CH2:29][CH3:30])=[O:19])=[CH:16][C:15]=3[CH3:23])=[CH:7][C:6]=2[C:5]2[CH:24]=[CH:25][C:26]([CH3:28])=[CH:27][C:4]=2[N:3]=1. (4) Given the reactants Br[C:2]1[CH:15]=[C:14]2[C:5]([O:6][C:7]3[C:8]([F:24])=[CH:9][C:10]([O:22][CH3:23])=[CH:11][C:12]=3[C:13]32[N:20]=[C:19]([NH2:21])[CH2:18][O:17][CH2:16]3)=[CH:4][CH:3]=1.[F:25][C:26]1[C:31](B(O)O)=[CH:30][CH:29]=[CH:28][N:27]=1.C(=O)([O-])[O-].[K+].[K+], predict the reaction product. The product is: [F:24][C:8]1[C:7]2[O:6][C:5]3[C:14](=[CH:15][C:2]([C:31]4[C:26]([F:25])=[N:27][CH:28]=[CH:29][CH:30]=4)=[CH:3][CH:4]=3)[C:13]3([N:20]=[C:19]([NH2:21])[CH2:18][O:17][CH2:16]3)[C:12]=2[CH:11]=[C:10]([O:22][CH3:23])[CH:9]=1. (5) Given the reactants [NH2:1][C:2]1[CH:6]=[CH:5][S:4][C:3]=1[S:7]([NH2:10])(=[O:9])=[O:8].[Br:11][C:12]1[CH:17]=[CH:16][C:15]([CH2:18][CH2:19][S:20](Cl)(=[O:22])=[O:21])=[CH:14][CH:13]=1, predict the reaction product. The product is: [Br:11][C:12]1[CH:13]=[CH:14][C:15]([CH2:18][CH2:19][S:20]([NH:1][C:2]2[CH:6]=[CH:5][S:4][C:3]=2[S:7]([NH2:10])(=[O:9])=[O:8])(=[O:22])=[O:21])=[CH:16][CH:17]=1. (6) Given the reactants [CH3:1][O:2][C:3]1[CH:8]=[CH:7][C:6]([C:9]2[CH:14]=[CH:13][C:12]([C:15]([O:17]C)=[O:16])=[CH:11][C:10]=2[CH3:19])=[CH:5][C:4]=1[C:20]1[CH:25]=[CH:24][C:23]([C:26]([F:29])([F:28])[F:27])=[CH:22][C:21]=1[CH2:30][N:31]1[C@@H:35]([CH3:36])[C@@H:34]([C:37]2[CH:42]=[CH:41][N:40]=[C:39]([CH3:43])[CH:38]=2)[O:33][C:32]1=[O:44].[Li+].[OH-].Cl, predict the reaction product. The product is: [CH3:1][O:2][C:3]1[CH:8]=[CH:7][C:6]([C:9]2[CH:14]=[CH:13][C:12]([C:15]([OH:17])=[O:16])=[CH:11][C:10]=2[CH3:19])=[CH:5][C:4]=1[C:20]1[CH:25]=[CH:24][C:23]([C:26]([F:28])([F:29])[F:27])=[CH:22][C:21]=1[CH2:30][N:31]1[C@@H:35]([CH3:36])[C@@H:34]([C:37]2[CH:42]=[CH:41][N:40]=[C:39]([CH3:43])[CH:38]=2)[O:33][C:32]1=[O:44]. (7) Given the reactants [Br:1][C:2]1[CH:3]=[C:4]([NH:8][C:9]2[C:14]3[N:15]=[CH:16][N:17]([CH3:18])[C:13]=3[C:12]([C:19]([O-:21])=O)=[CH:11][N:10]=2)[CH:5]=[CH:6][CH:7]=1.[Na+].O.O[C:25]1[C:33]2[N:32]=NNC=2[CH:28]=[CH:27][CH:26]=1.CC[N+](CCCN(C)C)=C=N.C(N1CCOCC1)C.N1CCCCC1.[ClH:59], predict the reaction product. The product is: [ClH:59].[Br:1][C:2]1[CH:3]=[C:4]([NH:8][C:9]2[C:14]3[N:15]=[CH:16][N:17]([CH3:18])[C:13]=3[C:12]([C:19]([N:32]3[CH2:28][CH2:27][CH2:26][CH2:25][CH2:33]3)=[O:21])=[CH:11][N:10]=2)[CH:5]=[CH:6][CH:7]=1. (8) Given the reactants [Br:1][C:2]1[CH:3]=[CH:4][C:5]2[O:14][C:13]3[C:12](=[O:15])[NH:11][C:10](=[S:16])[NH:9][C:8]=3[C:6]=2[CH:7]=1.[OH-].[Na+].I[CH3:20], predict the reaction product. The product is: [Br:1][C:2]1[CH:3]=[CH:4][C:5]2[O:14][C:13]3[C:12](=[O:15])[NH:11][C:10]([S:16][CH3:20])=[N:9][C:8]=3[C:6]=2[CH:7]=1. (9) Given the reactants [CH3:1][Si:2]([CH3:29])([C:25]([CH3:28])([CH3:27])[CH3:26])[O:3][CH2:4][C:5]1[CH:10]=[C:9]([N:11]2[CH2:16][CH2:15][O:14][CH2:13][C@@H:12]2[CH3:17])[N:8]=[C:7]([C:18]2[CH:24]=[CH:23][C:21]([NH2:22])=[CH:20][CH:19]=2)[N:6]=1.[CH2:30]([N:32]=[C:33]=[O:34])[CH3:31], predict the reaction product. The product is: [CH3:29][Si:2]([CH3:1])([C:25]([CH3:28])([CH3:27])[CH3:26])[O:3][CH2:4][C:5]1[CH:10]=[C:9]([N:11]2[CH2:16][CH2:15][O:14][CH2:13][C@@H:12]2[CH3:17])[N:8]=[C:7]([C:18]2[CH:19]=[CH:20][C:21]([NH:22][C:33]([NH:32][CH2:30][CH3:31])=[O:34])=[CH:23][CH:24]=2)[N:6]=1. (10) Given the reactants C(O[Si:4]([O:11][CH2:12][CH3:13])([O:8][CH2:9][CH3:10])[O:5][CH2:6][CH3:7])C.[CH2:14]([NH:16][CH2:17][CH3:18])[CH3:15], predict the reaction product. The product is: [CH2:14]([N:16]([Si:4]([O:5][CH2:6][CH3:7])([O:8][CH2:9][CH3:10])[O:11][CH2:12][CH3:13])[CH2:17][CH3:18])[CH3:15].